Dataset: Forward reaction prediction with 1.9M reactions from USPTO patents (1976-2016). Task: Predict the product of the given reaction. The product is: [CH:6]([C@H:8]1[CH2:13][CH2:12][C@H:11]([C@H:14]2[CH2:19][CH2:18][C@H:17]([CH2:20][OH:21])[CH2:16][CH2:15]2)[CH2:10][CH2:9]1)=[CH2:7]. Given the reactants C1COCC1.[CH:6]([CH:8]1[CH2:13][CH2:12][CH:11]([CH:14]2[CH2:19][CH2:18][CH:17]([CH:20]=[O:21])[CH2:16][CH2:15]2)[CH2:10][CH2:9]1)=[CH2:7].[BH4-].[Na+].[Cl-].[NH4+], predict the reaction product.